Dataset: Full USPTO retrosynthesis dataset with 1.9M reactions from patents (1976-2016). Task: Predict the reactants needed to synthesize the given product. (1) Given the product [Cl:1][C:2]1[CH:3]=[C:4]([C:8]2[CH:9]=[C:10]([O:20][CH3:21])[C:11]3[N:17]4[CH2:18][C@H:14]([CH2:15][CH2:16]4)[N:13]([C:31]([NH:30][C:25]4[CH:26]=[N:27][CH:28]=[CH:29][N:24]=4)=[O:41])[C:12]=3[N:19]=2)[CH:5]=[CH:6][CH:7]=1, predict the reactants needed to synthesize it. The reactants are: [Cl:1][C:2]1[CH:3]=[C:4]([C:8]2[CH:9]=[C:10]([O:20][CH3:21])[C:11]3[N:17]4[CH2:18][C@H:14]([CH2:15][CH2:16]4)[NH:13][C:12]=3[N:19]=2)[CH:5]=[CH:6][CH:7]=1.[H-].[Na+].[N:24]1[CH:29]=[CH:28][N:27]=[CH:26][C:25]=1[N:30]1C(=O)N2C=CN=CC2=N[C:31]1=[O:41]. (2) Given the product [OH:1][C:2]1([C:13]2[S:14][C:15]([C:18]3[CH:23]=[C:22]([CH3:24])[CH:21]=[C:20]([NH:25][C:26]4[CH:31]=[C:30]([O:32][CH3:33])[N:29]=[CH:28][N:27]=4)[N:19]=3)=[CH:16][N:17]=2)[CH2:7][CH2:6][CH:5]([C:8]([NH2:38])=[O:10])[C:4]([CH3:11])([CH3:12])[CH2:3]1, predict the reactants needed to synthesize it. The reactants are: [OH:1][C:2]1([C:13]2[S:14][C:15]([C:18]3[CH:23]=[C:22]([CH3:24])[CH:21]=[C:20]([NH:25][C:26]4[CH:31]=[C:30]([O:32][CH3:33])[N:29]=[CH:28][N:27]=4)[N:19]=3)=[CH:16][N:17]=2)[CH2:7][CH2:6][CH:5]([C:8]([OH:10])=O)[C:4]([CH3:12])([CH3:11])[CH2:3]1.[Cl-].[NH4+].C([N:38]=C=NCCCN(C)C)C.ON1C2C=CC=CC=2N=N1.C(N(C(C)C)C(C)C)C. (3) Given the product [C:1]([C:3]1[CH:12]=[C:11]2[C:6]([CH:7]=[CH:8][C:9]([N:13]3[CH2:18][CH2:17][NH:16][C@H:15]([CH3:25])[CH2:14]3)=[CH:10]2)=[CH:5][CH:4]=1)#[N:2], predict the reactants needed to synthesize it. The reactants are: [C:1]([C:3]1[CH:12]=[C:11]2[C:6]([CH:7]=[CH:8][C:9]([N:13]3[CH2:18][CH2:17][N:16](C(=O)C(F)(F)F)[C@H:15]([CH3:25])[CH2:14]3)=[CH:10]2)=[CH:5][CH:4]=1)#[N:2].[BH4-].[Na+]. (4) Given the product [OH:21]/[N:20]=[CH:14]/[C:15]([NH:8][C:7]1[CH:9]=[CH:10][C:4]([O:3][C:2]([F:11])([F:12])[F:1])=[CH:5][CH:6]=1)=[O:16], predict the reactants needed to synthesize it. The reactants are: [F:1][C:2]([F:12])([F:11])[O:3][C:4]1[CH:10]=[CH:9][C:7]([NH2:8])=[CH:6][CH:5]=1.Cl[C:14](Cl)(Cl)[CH:15]=[O:16].Cl.[NH2:20][OH:21]. (5) Given the product [CH:1]([O:4][CH2:5][CH2:6][O:7][C:9]1[CH:16]=[CH:15][C:12]([CH:13]=[O:14])=[CH:11][CH:10]=1)([CH3:3])[CH3:2], predict the reactants needed to synthesize it. The reactants are: [CH:1]([O:4][CH2:5][CH2:6][OH:7])([CH3:3])[CH3:2].O[C:9]1[CH:16]=[CH:15][C:12]([CH:13]=[O:14])=[CH:11][CH:10]=1.C1(P(C2C=CC=CC=2)C2C=CC=CC=2)C=CC=CC=1.C1COCC1. (6) Given the product [C:25]1([CH2:31][S:7]([NH:10][C:11]2[S:15][C:14]3[CH2:16][CH2:17][CH2:18][CH2:19][C:13]=3[C:12]=2[C:20]([O:22][CH2:23][CH3:24])=[O:21])(=[O:8])=[O:9])[CH:30]=[CH:29][CH:28]=[CH:27][CH:26]=1, predict the reactants needed to synthesize it. The reactants are: C1([S:7]([NH:10][C:11]2[S:15][C:14]3[CH2:16][CH2:17][CH2:18][CH2:19][C:13]=3[C:12]=2[C:20]([O:22][CH2:23][CH3:24])=[O:21])(=[O:9])=[O:8])C=CC=CC=1.[C:25]1([CH2:31]S(Cl)(=O)=O)[CH:30]=[CH:29][CH:28]=[CH:27][CH:26]=1. (7) Given the product [C:1]([O:5][CH2:6][CH2:7][N:8]1[CH2:13][CH2:12][CH:11]([O:14][C:15]2[CH:24]=[C:23]([O:25][CH2:26][CH2:27][CH2:28][N:29]3[CH2:34][CH2:33][N:32]([CH3:35])[CH2:31][CH2:30]3)[CH:22]=[C:21]3[C:16]=2[C:17]([NH:61][C:62]2[CH:66]=[C:65]([CH2:67][C:68]([OH:70])=[O:69])[NH:64][N:63]=2)=[N:18][CH:19]=[N:20]3)[CH2:10][CH2:9]1)([CH3:2])([CH3:3])[CH3:4], predict the reactants needed to synthesize it. The reactants are: [C:1]([O:5][CH2:6][CH2:7][N:8]1[CH2:13][CH2:12][CH:11]([O:14][C:15]2[CH:24]=[C:23]([O:25][CH2:26][CH2:27][CH2:28][N:29]3[CH2:34][CH2:33][N:32]([CH3:35])[CH2:31][CH2:30]3)[CH:22]=[C:21]3[C:16]=2[C:17](=O)[NH:18][CH:19]=[N:20]3)[CH2:10][CH2:9]1)([CH3:4])([CH3:3])[CH3:2].C1(P(C2C=CC=CC=2)C2C=CC=CC=2)C=CC=CC=1.C(Cl)(Cl)(Cl)Cl.[NH2:61][C:62]1[CH:66]=[C:65]([CH2:67][C:68]([OH:70])=[O:69])[NH:64][N:63]=1. (8) Given the product [Cl:8][C:6]1[CH:7]=[C:2]([N:23]2[CH:24]=[C:20]([CH3:19])[N:21]=[CH:22]2)[N:3]=[C:4]([NH:9][C@H:10]([C:12]2[CH:17]=[CH:16][C:15]([F:18])=[CH:14][CH:13]=2)[CH3:11])[N:5]=1, predict the reactants needed to synthesize it. The reactants are: Cl[C:2]1[CH:7]=[C:6]([Cl:8])[N:5]=[C:4]([NH:9][C@H:10]([C:12]2[CH:17]=[CH:16][C:15]([F:18])=[CH:14][CH:13]=2)[CH3:11])[N:3]=1.[CH3:19][C:20]1[N:21]=[CH:22][NH:23][CH:24]=1.C(=O)([O-])[O-].[K+].[K+]. (9) Given the product [CH3:1][O:2][C:3]1[C:4](=[O:37])[C:5]([CH3:36])=[C:6]([CH2:12][C:13]2[CH:14]=[CH:15][C:16]([OH:32])=[C:17]([CH:31]=2)[C:18]([NH:20][C:21]2[CH:26]=[CH:25][C:24]([C:27]([F:28])([F:30])[F:29])=[CH:23][CH:22]=2)=[O:19])[C:7](=[O:11])[C:8]=1[O:9][CH3:10], predict the reactants needed to synthesize it. The reactants are: [CH3:1][O:2][C:3]1[C:4](=[O:37])[C:5]([CH3:36])=[C:6]([CH2:12][C:13]2[CH:14]=[CH:15][C:16]([O:32]C(=O)C)=[C:17]([CH:31]=2)[C:18]([NH:20][C:21]2[CH:26]=[CH:25][C:24]([C:27]([F:30])([F:29])[F:28])=[CH:23][CH:22]=2)=[O:19])[C:7](=[O:11])[C:8]=1[O:9][CH3:10].C(=O)([O-])O.[Na+]. (10) Given the product [CH3:3][O:4][C:5]1[CH:6]=[CH:7][C:8]([CH2:9][O:10][CH2:11][C:12]([CH3:18])([CH3:17])[C:13](=[O:15])[CH2:22][C:21]#[N:23])=[CH:19][CH:20]=1, predict the reactants needed to synthesize it. The reactants are: [H-].[Na+].[CH3:3][O:4][C:5]1[CH:20]=[CH:19][C:8]([CH2:9][O:10][CH2:11][C:12]([CH3:18])([CH3:17])[C:13]([O:15]C)=O)=[CH:7][CH:6]=1.[C:21](#[N:23])[CH3:22].